From a dataset of Full USPTO retrosynthesis dataset with 1.9M reactions from patents (1976-2016). Predict the reactants needed to synthesize the given product. Given the product [NH:1]1[C:2]2[CH:7]=[CH:6][CH:5]=[CH:4][C:3]=2[N:8]=[C:9]1[CH:10]([CH2:31][C:32]1[CH:40]=[C:39]([CH3:41])[CH:38]2[CH:34]([CH:35]=[N:36][NH:37]2)[CH:33]=1)[CH2:11][C:12]([N:13]1[CH2:14][CH2:15][CH:16]([N:19]2[CH2:28][C:27]3[C:22](=[CH:23][CH:24]=[CH:25][CH:26]=3)[NH:21][C:20]2=[O:29])[CH2:17][CH2:18]1)=[O:30], predict the reactants needed to synthesize it. The reactants are: [NH2:1][C:2]1[CH:7]=[CH:6][CH:5]=[CH:4][C:3]=1[NH:8][C:9](=O)[CH:10]([CH2:31][C:32]1[CH:40]=[C:39]([CH3:41])[CH:38]2[CH:34]([CH:35]=[N:36][NH:37]2)[CH:33]=1)[CH2:11][C:12](=[O:30])[N:13]1[CH2:18][CH2:17][CH:16]([N:19]2[CH2:28][C:27]3[C:22](=[CH:23][CH:24]=[CH:25][CH:26]=3)[NH:21][C:20]2=[O:29])[CH2:15][CH2:14]1.